Dataset: Forward reaction prediction with 1.9M reactions from USPTO patents (1976-2016). Task: Predict the product of the given reaction. (1) Given the reactants Cl[C:2]1[C:3](=[O:15])[NH:4][N:5]=[CH:6][C:7]=1[O:8][C:9]1[CH:14]=[CH:13][CH:12]=[CH:11][CH:10]=1.[OH-].[Na+].[H][H], predict the reaction product. The product is: [O:8]([C:7]1[CH:6]=[N:5][NH:4][C:3](=[O:15])[CH:2]=1)[C:9]1[CH:14]=[CH:13][CH:12]=[CH:11][CH:10]=1. (2) Given the reactants [Cl:1][C:2]1[CH:3]=[N:4][C:5]2[N:6]([N:8]=[C:9]([C:11]([OH:13])=O)[CH:10]=2)[CH:7]=1.[CH3:14][C:15]1[N:19]2[CH2:20][CH2:21][NH:22][CH2:23][C:18]2=[N:17][N:16]=1, predict the reaction product. The product is: [Cl:1][C:2]1[CH:3]=[N:4][C:5]2[N:6]([N:8]=[C:9]([C:11]([N:22]3[CH2:21][CH2:20][N:19]4[C:15]([CH3:14])=[N:16][N:17]=[C:18]4[CH2:23]3)=[O:13])[CH:10]=2)[CH:7]=1. (3) Given the reactants O.[OH-].[Li+].C([O:6][C:7]([C:9]1[N:10]=[N:11][C:12]([O:15][CH2:16][C:17]2[N:18]([CH3:29])[N:19]=[N:20][C:21]=2[C:22]2[CH:27]=[CH:26][C:25]([F:28])=[CH:24][CH:23]=2)=[CH:13][CH:14]=1)=[O:8])C, predict the reaction product. The product is: [F:28][C:25]1[CH:24]=[CH:23][C:22]([C:21]2[N:20]=[N:19][N:18]([CH3:29])[C:17]=2[CH2:16][O:15][C:12]2[N:11]=[N:10][C:9]([C:7]([OH:8])=[O:6])=[CH:14][CH:13]=2)=[CH:27][CH:26]=1. (4) Given the reactants [CH3:1][O:2][C:3](=[O:28])/[CH:4]=[CH:5]/[C:6]1[CH:11]=[CH:10][C:9]2=[N:12][C:13]3[C:26]4[CH:25]=[CH:24][CH:23]=[CH:22][C:21]=4[N:20]([CH3:27])[C:19]4[C:14]=3[C:15]([CH:16]=[CH:17][CH:18]=4)=[C:8]2[CH:7]=1.[H][H], predict the reaction product. The product is: [CH3:1][O:2][C:3](=[O:28])[CH2:4][CH2:5][C:6]1[CH:11]=[CH:10][C:9]2=[N:12][C:13]3[C:26]4[CH:25]=[CH:24][CH:23]=[CH:22][C:21]=4[N:20]([CH3:27])[C:19]4[C:14]=3[C:15]([CH:16]=[CH:17][CH:18]=4)=[C:8]2[CH:7]=1.